Dataset: Forward reaction prediction with 1.9M reactions from USPTO patents (1976-2016). Task: Predict the product of the given reaction. Given the reactants Cl.Cl.[NH2:3][C:4]1[N:9]=[CH:8][N:7]=[C:6]2[N:10]([CH2:18][C:19]([OH:21])=O)[N:11]=[C:12]([C:13]3[NH:14][CH:15]=[CH:16][N:17]=3)[C:5]=12.Cl.Cl.[Cl:24][C:25]1[CH:30]=[CH:29][C:28]([N:31]2[CH2:36][CH2:35][NH:34][CH2:33][CH2:32]2)=[CH:27][C:26]=1[O:37][CH3:38].C(N(CC)C(C)C)(C)C.CN(C(ON1N=NC2C=CC(=CC1=2)Cl)=[N+](C)C)C.F[P-](F)(F)(F)(F)F, predict the reaction product. The product is: [NH2:3][C:4]1[N:9]=[CH:8][N:7]=[C:6]2[N:10]([CH2:18][C:19]([N:34]3[CH2:33][CH2:32][N:31]([C:28]4[CH:29]=[CH:30][C:25]([Cl:24])=[C:26]([O:37][CH3:38])[CH:27]=4)[CH2:36][CH2:35]3)=[O:21])[N:11]=[C:12]([C:13]3[NH:17][CH:16]=[CH:15][N:14]=3)[C:5]=12.